This data is from Full USPTO retrosynthesis dataset with 1.9M reactions from patents (1976-2016). The task is: Predict the reactants needed to synthesize the given product. (1) Given the product [CH:1]1([N:5]2[C:9]3[N:10]=[CH:11][N:12]=[C:13]([NH2:14])[C:8]=3[C:7]([C:26]3[CH:25]=[C:24]4[C:29]([CH:30]=[CH:31][C:22]([C:16]5[CH:21]=[CH:20][CH:19]=[CH:18][CH:17]=5)=[N:23]4)=[CH:28][CH:27]=3)=[CH:6]2)[CH2:4][CH2:3][CH2:2]1, predict the reactants needed to synthesize it. The reactants are: [CH:1]1([N:5]2[C:9]3[N:10]=[CH:11][N:12]=[C:13]([NH2:14])[C:8]=3[C:7](I)=[CH:6]2)[CH2:4][CH2:3][CH2:2]1.[C:16]1([C:22]2[CH:31]=[CH:30][C:29]3[C:24](=[CH:25][C:26](B4OC(C)(C)C(C)(C)O4)=[CH:27][CH:28]=3)[N:23]=2)[CH:21]=[CH:20][CH:19]=[CH:18][CH:17]=1.C([O-])([O-])=O.[Na+].[Na+].O. (2) Given the product [O:15]1[C:20]2[CH:21]=[CH:22][CH:23]=[C:24]([N:25]3[CH2:30][CH2:29][N:28]([CH2:12][CH2:11][S:10][C:6]4[N:5]=[C:4]([CH3:14])[CH:3]=[CH:2][C:7]=4[C:8]#[N:9])[CH2:27][CH2:26]3)[C:19]=2[O:18][CH2:17][CH2:16]1, predict the reactants needed to synthesize it. The reactants are: C[C:2]1[C:7]([C:8]#[N:9])=[C:6]([S:10][CH2:11][CH:12]=O)[N:5]=[C:4]([CH3:14])[CH:3]=1.[O:15]1[C:20]2[CH:21]=[CH:22][CH:23]=[C:24]([N:25]3[CH2:30][CH2:29][NH:28][CH2:27][CH2:26]3)[C:19]=2[O:18][CH2:17][CH2:16]1.C(O[BH-](OC(=O)C)OC(=O)C)(=O)C.[Na+].C([O-])([O-])=O.[Na+].[Na+]. (3) Given the product [CH3:19][S:20][CH2:6][CH2:7][O:8][CH2:9][CH2:10][NH:11][C:12](=[O:13])[O:14][C:15]([CH3:16])([CH3:17])[CH3:18], predict the reactants needed to synthesize it. The reactants are: CS(O[CH2:6][CH2:7][O:8][CH2:9][CH2:10][NH:11][C:12]([O:14][C:15]([CH3:18])([CH3:17])[CH3:16])=[O:13])(=O)=O.[CH3:19][S-:20].[Na+]. (4) Given the product [NH2:7][C:8]1[N:9]=[C:10]([CH2:14][C:15]([N:16]([CH2:17][CH3:18])[CH2:19][CH3:20])=[O:21])[CH:11]=[CH:12][CH:13]=1, predict the reactants needed to synthesize it. The reactants are: C(OC(=O)[NH:7][C:8]1[CH:13]=[CH:12][CH:11]=[C:10]([CH2:14][C:15](=[O:21])[N:16]([CH2:19][CH3:20])[CH2:17][CH3:18])[N:9]=1)(C)(C)C.FC(F)(F)C(O)=O. (5) The reactants are: [Cl:1][C:2]1[CH:3]=[C:4]([NH:16][C:17]2[C:18]3[N:25]([CH2:26][CH2:27][NH:28]C(=O)OC(C)(C)C)[CH:24]=[CH:23][C:19]=3[N:20]=[CH:21][N:22]=2)[CH:5]=[CH:6][C:7]=1[O:8][C:9]1[CH:14]=[CH:13][CH:12]=[C:11]([Cl:15])[CH:10]=1.[ClH:36]. Given the product [ClH:1].[ClH:36].[NH2:28][CH2:27][CH2:26][N:25]1[C:18]2[C:17]([NH:16][C:4]3[CH:5]=[CH:6][C:7]([O:8][C:9]4[CH:14]=[CH:13][CH:12]=[C:11]([Cl:15])[CH:10]=4)=[C:2]([Cl:1])[CH:3]=3)=[N:22][CH:21]=[N:20][C:19]=2[CH:23]=[CH:24]1, predict the reactants needed to synthesize it. (6) Given the product [CH3:22][C:20]([CH3:21])([CH3:23])[C:19]([O:18][CH2:17][N:9]1[C:10]2[N:11]=[CH:12][N:13]([C:31]3[CH:32]=[CH:33][CH:34]=[CH:35][C:30]=3[CH:28]=[O:29])[C:14]=2[C:15](=[O:16])[N:7]([CH2:6][O:5][C:3](=[O:4])[C:2]([CH3:27])([CH3:26])[CH3:1])[C:8]1=[O:25])=[O:24], predict the reactants needed to synthesize it. The reactants are: [CH3:1][C:2]([CH3:27])([CH3:26])[C:3]([O:5][CH2:6][N:7]1[C:15](=[O:16])[C:14]2[NH:13][CH:12]=[N:11][C:10]=2[N:9]([CH2:17][O:18][C:19](=[O:24])[C:20]([CH3:23])([CH3:22])[CH3:21])[C:8]1=[O:25])=[O:4].[CH:28]([C:30]1[CH:35]=[CH:34][CH:33]=[CH:32][C:31]=1B(O)O)=[O:29].N1C=CC=CC=1. (7) Given the product [CH2:1]([C:3]1[C:8]([O:9][CH2:12][C:13]([O:15][CH3:16])=[O:14])=[CH:7][CH:6]=[C:5]([CH3:10])[N:4]=1)[CH3:2], predict the reactants needed to synthesize it. The reactants are: [CH2:1]([C:3]1[C:8]([OH:9])=[CH:7][CH:6]=[C:5]([CH3:10])[N:4]=1)[CH3:2].Br[CH2:12][C:13]([O:15][CH3:16])=[O:14].C(=O)([O-])[O-].[Cs+].[Cs+].O. (8) Given the product [CH2:32]([NH:34][C:20]([C:11]1([N:14]2[CH2:19][CH2:18][NH:17][CH2:16][CH2:15]2)[CH2:10][CH2:9][CH:8]([C:6](=[O:7])[CH:5]([NH:4][C:1](=[O:3])[CH3:2])[CH2:23][C:24]2[CH:29]=[CH:28][C:27]([Cl:30])=[CH:26][C:25]=2[Cl:31])[CH2:13][CH2:12]1)=[O:21])[CH3:33], predict the reactants needed to synthesize it. The reactants are: [C:1]([NH:4][CH:5]([CH2:23][C:24]1[CH:29]=[CH:28][C:27]([Cl:30])=[CH:26][C:25]=1[Cl:31])[C:6]([CH:8]1[CH2:13][CH2:12][C:11]([C:20](O)=[O:21])([N:14]2[CH2:19][CH2:18][NH:17][CH2:16][CH2:15]2)[CH2:10][CH2:9]1)=[O:7])(=[O:3])[CH3:2].[CH2:32]([NH2:34])[CH3:33].CN(C(ON1N=NC2C=CC=CC1=2)=[N+](C)C)C.F[P-](F)(F)(F)(F)F.CCN(C(C)C)C(C)C. (9) Given the product [C:1]([O:5][C:6]([N:8]1[CH2:12][CH2:11][C@H:10]([N:13]([CH2:21][C:22]2[CH:27]=[C:26]([C:28]([F:31])([F:30])[F:29])[CH:25]=[C:24]([C:32]([F:35])([F:34])[F:33])[CH:23]=2)[C:14]2[N:19]=[CH:18][C:17]([C:40]3[CH:39]=[N:38][N:37]([CH3:36])[CH:41]=3)=[CH:16][N:15]=2)[CH2:9]1)=[O:7])([CH3:4])([CH3:3])[CH3:2], predict the reactants needed to synthesize it. The reactants are: [C:1]([O:5][C:6]([N:8]1[CH2:12][CH2:11][C@H:10]([N:13]([CH2:21][C:22]2[CH:27]=[C:26]([C:28]([F:31])([F:30])[F:29])[CH:25]=[C:24]([C:32]([F:35])([F:34])[F:33])[CH:23]=2)[C:14]2[N:19]=[CH:18][C:17](Br)=[CH:16][N:15]=2)[CH2:9]1)=[O:7])([CH3:4])([CH3:3])[CH3:2].[CH3:36][N:37]1[CH:41]=[CH:40][C:39](B2OC(C)(C)C(C)(C)O2)=[N:38]1.C(=O)([O-])O.[Na+].O.